This data is from CYP2C9 inhibition data for predicting drug metabolism from PubChem BioAssay. The task is: Regression/Classification. Given a drug SMILES string, predict its absorption, distribution, metabolism, or excretion properties. Task type varies by dataset: regression for continuous measurements (e.g., permeability, clearance, half-life) or binary classification for categorical outcomes (e.g., BBB penetration, CYP inhibition). Dataset: cyp2c9_veith. (1) The molecule is Nc1nccc(Nc2ccc(S(N)(=O)=O)cc2)n1. The result is 0 (non-inhibitor). (2) The compound is Cc1c(C(=O)NC2CCCc3ccccc32)oc2ccc(S(=O)(=O)N3CCOCC3)cc12. The result is 1 (inhibitor). (3) The drug is COC(=O)CC[C@@H](C)[C@H]1CC[C@H]2[C@H]3CC[C@H]4C[C@@H]5CC[C@@]4(C)[C@]3(O5)[C@@H](Br)[C@@H](Br)[C@]21C. The result is 1 (inhibitor). (4) The compound is CNC(=O)c1ccc(-c2sc3nc(N4CCOCC4)c4c(c3c2N)CC(C)(C)OC4)o1. The result is 1 (inhibitor). (5) The molecule is O=S(=O)(c1ccccc1)N1CCC2(CCN(c3ncccn3)CC2)CC1. The result is 0 (non-inhibitor). (6) The molecule is CN1CCN(c2ncnc3ccc(-c4cccc(C#N)c4)cc23)CC1. The result is 0 (non-inhibitor).